From a dataset of Reaction yield outcomes from USPTO patents with 853,638 reactions. Predict the reaction yield, written as a fraction of the theoretical maximum amount of product (1.0 means a 100% yield; for example, 0.34 means a 34% yield). (1) The reactants are Cl.[Cl:2][C:3]1[CH:8]=[C:7]([F:9])[CH:6]=[CH:5][C:4]=1[C:10]1[CH:11]=[C:12]([CH:17]=[CH:18][N:19]=1)[C:13]([O:15][CH3:16])=[O:14]. The catalyst is CO.[Pt](=O)=O. The product is [ClH:2].[Cl:2][C:3]1[CH:8]=[C:7]([F:9])[CH:6]=[CH:5][C:4]=1[CH:10]1[CH2:11][CH:12]([C:13]([O:15][CH3:16])=[O:14])[CH2:17][CH2:18][NH:19]1. The yield is 1.00. (2) The reactants are Cl[C:2]1[N:7]=[C:6]([NH:8][C@@H:9]2[CH2:14][CH2:13][CH2:12][N:11]([C:15](=[O:18])[CH:16]=[CH2:17])[CH2:10]2)[C:5]([F:19])=[CH:4][N:3]=1.C([O-])([O-])=O.[Cs+].[Cs+].[CH3:26][C:27]1([N:33]2[CH2:41][C:40]3[C:35](=[CH:36][CH:37]=[C:38]([NH2:42])[CH:39]=3)[CH2:34]2)[CH2:32][CH2:31][O:30][CH2:29][CH2:28]1.CN(C1C(C2C(P(C3CCCCC3)C3CCCCC3)=CC=CC=2)=CC=CC=1)C. The catalyst is C(O)(CC)(C)C.O.C1C=CC(/C=C/C(/C=C/C2C=CC=CC=2)=O)=CC=1.C1C=CC(/C=C/C(/C=C/C2C=CC=CC=2)=O)=CC=1.C1C=CC(/C=C/C(/C=C/C2C=CC=CC=2)=O)=CC=1.[Pd].[Pd]. The product is [F:19][C:5]1[C:6]([NH:8][C@@H:9]2[CH2:14][CH2:13][CH2:12][N:11]([C:15](=[O:18])[CH:16]=[CH2:17])[CH2:10]2)=[N:7][C:2]([NH:42][C:38]2[CH:39]=[C:40]3[C:35](=[CH:36][CH:37]=2)[CH2:34][N:33]([C:27]2([CH3:26])[CH2:32][CH2:31][O:30][CH2:29][CH2:28]2)[CH2:41]3)=[N:3][CH:4]=1. The yield is 0.240.